The task is: Predict which catalyst facilitates the given reaction.. This data is from Catalyst prediction with 721,799 reactions and 888 catalyst types from USPTO. (1) Reactant: [CH3:1][O:2][C:3](=[O:12])[C:4]1[CH:9]=[CH:8][C:7]([NH2:10])=[C:6](I)[CH:5]=1.O=[C:14]([CH3:18])[C:15]([OH:17])=[O:16].N12CCN(CC1)CC2. Product: [CH3:1][O:2][C:3]([C:4]1[CH:5]=[C:6]2[C:7](=[CH:8][CH:9]=1)[NH:10][C:14]([C:15]([OH:17])=[O:16])=[CH:18]2)=[O:12]. The catalyst class is: 416. (2) Reactant: [SH:1][CH2:2][C:3]([O:5][CH3:6])=[O:4].C(=O)([O-])[O-].[Cs+].[Cs+].[Cl:13][C:14]1[CH:15]=[C:16]([C@H:20]2OS(=O)(=O)[N:22]([CH2:27][CH:28]3[CH2:30][CH2:29]3)[C@@H:21]2[C:31]2[CH:36]=[CH:35][C:34]([Cl:37])=[CH:33][CH:32]=2)[CH:17]=[CH:18][CH:19]=1. Product: [Cl:13][C:14]1[CH:15]=[C:16]([C@H:20]([S:1][CH2:2][C:3]([O:5][CH3:6])=[O:4])[C@@H:21]([C:31]2[CH:32]=[CH:33][C:34]([Cl:37])=[CH:35][CH:36]=2)[NH:22][CH2:27][CH:28]2[CH2:30][CH2:29]2)[CH:17]=[CH:18][CH:19]=1. The catalyst class is: 3. (3) Reactant: [NH2:1][C:2]1[CH:3]=[CH:4][C:5]([O:16][C:17]2[CH:22]=[CH:21][C:20]([F:23])=[CH:19][C:18]=2[F:24])=[C:6]([C:8]2[CH:9]=[CH:10][C:11](=[O:15])[N:12]([CH3:14])[CH:13]=2)[CH:7]=1.[CH2:25]([S:27](Cl)(=[O:29])=[O:28])[CH3:26].O. Product: [F:24][C:18]1[CH:19]=[C:20]([F:23])[CH:21]=[CH:22][C:17]=1[O:16][C:5]1[CH:4]=[CH:3][C:2]([NH:1][S:27]([CH2:25][CH3:26])(=[O:29])=[O:28])=[CH:7][C:6]=1[C:8]1[CH:9]=[CH:10][C:11](=[O:15])[N:12]([CH3:14])[CH:13]=1. The catalyst class is: 2. (4) Reactant: C(OC(=O)[NH:7][C@@H:8]1[CH2:10][C@@:9]1([F:17])[C:11]1[CH:16]=[CH:15][CH:14]=[CH:13][CH:12]=1)(C)(C)C.[ClH:19].O1CCOCC1. Product: [ClH:19].[F:17][C@@:9]1([C:11]2[CH:12]=[CH:13][CH:14]=[CH:15][CH:16]=2)[CH2:10][C@H:8]1[NH2:7]. The catalyst class is: 12. (5) Reactant: [CH3:1][O:2][C:3]1[CH:4]=[C:5](/[CH:13]=[CH:14]/[CH:15]=[CH:16]/[C:17]([N:19]2[CH2:24][CH2:23][N:22]([C:25](=[O:42])/[CH:26]=[CH:27]/[CH:28]=[CH:29]/[C:30]3[CH:35]=[C:34]([O:36][CH3:37])[C:33]([O:38][CH3:39])=[C:32]([O:40][CH3:41])[CH:31]=3)[CH2:21][CH:20]2[C:43]([OH:45])=O)=[O:18])[CH:6]=[C:7]([O:11][CH3:12])[C:8]=1[O:9][CH3:10].C(N1C=CN=C1)(N1C=CN=C1)=O.Cl.[CH3:59][NH:60][OH:61].C(N(CC)CC)C.Cl. Product: [CH3:12][O:11][C:7]1[CH:6]=[C:5](/[CH:13]=[CH:14]/[CH:15]=[CH:16]/[C:17]([N:19]2[CH2:24][CH2:23][N:22]([C:25](=[O:42])/[CH:26]=[CH:27]/[CH:28]=[CH:29]/[C:30]3[CH:31]=[C:32]([O:40][CH3:41])[C:33]([O:38][CH3:39])=[C:34]([O:36][CH3:37])[CH:35]=3)[CH2:21][CH:20]2[C:43]([N:60]([CH3:59])[OH:61])=[O:45])=[O:18])[CH:4]=[C:3]([O:2][CH3:1])[C:8]=1[O:9][CH3:10]. The catalyst class is: 9. (6) Reactant: [NH:1]1[C:9]2[C:4](=[CH:5][CH:6]=[CH:7][CH:8]=2)[CH:3]=[C:2]1[C:10]([OH:12])=[O:11].[CH3:13]O. Product: [CH3:13][O:11][C:10]([C:2]1[NH:1][C:9]2[C:4]([CH:3]=1)=[CH:5][CH:6]=[CH:7][CH:8]=2)=[O:12]. The catalyst class is: 82. (7) Reactant: [Cl-:1].[Na+:2].[Cl-].[K+:4].[P:5]([O-:9])([O-:8])([OH:7])=[O:6].[Na+].[Na+].[P:12]([O-:16])([OH:15])([OH:14])=[O:13].[K+]. Product: [OH:7][P:5]([O-:9])([OH:8])=[O:6].[OH:14][P:12]([O-:16])([O-:15])=[O:13].[Na+:2].[Na+:2].[Na+:2].[Cl-:1].[Cl-:1].[K+:4].[K+:4]. The catalyst class is: 6.